The task is: Predict the product of the given reaction.. This data is from Forward reaction prediction with 1.9M reactions from USPTO patents (1976-2016). (1) Given the reactants [CH:1]([C:3]1[CH:4]=[N:5][CH:6]=[CH:7][C:8]=1[C:9]1[CH:10]=[C:11]([CH:14]=[CH:15][CH:16]=1)[C:12]#[N:13])=[O:2].[CH3:17][C:18]1[CH:23]=[C:22]([CH3:24])[CH:21]=[C:20]([CH3:25])[C:19]=1[Mg]Br, predict the reaction product. The product is: [OH:2][CH:1]([C:19]1[C:20]([CH3:25])=[CH:21][C:22]([CH3:24])=[CH:23][C:18]=1[CH3:17])[C:3]1[CH:4]=[N:5][CH:6]=[CH:7][C:8]=1[C:9]1[CH:10]=[C:11]([CH:14]=[CH:15][CH:16]=1)[C:12]#[N:13]. (2) Given the reactants [CH3:1][C:2]1([CH3:24])[C:6]([CH3:8])([CH3:7])[O:5][B:4]([C:9]2[CH:14]=[CH:13][CH:12]=[C:11](B3OC(C)(C)C(C)(C)O3)[CH:10]=2)[O:3]1.Br[C:26]1[CH:27]=[C:28]([C:32]2[CH:37]=[CH:36][CH:35]=[CH:34][CH:33]=2)[CH:29]=[CH:30][CH:31]=1.C([O-])([O-])=O.[Na+].[Na+].CCO, predict the reaction product. The product is: [CH3:1][C:2]1([CH3:24])[C:6]([CH3:7])([CH3:8])[O:5][B:4]([C:9]2[CH:10]=[C:11]([C:34]3[CH:35]=[CH:36][CH:37]=[C:32]([C:28]4[CH:29]=[CH:30][CH:31]=[CH:26][CH:27]=4)[CH:33]=3)[CH:12]=[CH:13][CH:14]=2)[O:3]1.